Dataset: Forward reaction prediction with 1.9M reactions from USPTO patents (1976-2016). Task: Predict the product of the given reaction. Given the reactants [C:1]([C@H:5]1[CH2:10][CH2:9][C@H:8]([O:11][C:12]2[CH:13]=[C:14]3[C:19](=[CH:20][CH:21]=2)[CH2:18][CH:17]([CH:22]=O)[CH2:16][CH2:15]3)[CH2:7][CH2:6]1)([CH3:4])([CH3:3])[CH3:2].[NH:24]1[CH2:29][CH2:28][CH:27]([C:30]([OH:32])=[O:31])[CH2:26][CH2:25]1.C(O)C.C([BH3-])#N.[Na+].C(O)(=O)CC(CC(O)=O)(C(O)=O)O, predict the reaction product. The product is: [C:1]([C@H:5]1[CH2:6][CH2:7][C@H:8]([O:11][C:12]2[CH:13]=[C:14]3[C:19](=[CH:20][CH:21]=2)[CH2:18][CH:17]([CH2:22][N:24]2[CH2:29][CH2:28][CH:27]([C:30]([OH:32])=[O:31])[CH2:26][CH2:25]2)[CH2:16][CH2:15]3)[CH2:9][CH2:10]1)([CH3:4])([CH3:2])[CH3:3].